This data is from Blood-brain barrier penetration binary classification data from Martins et al.. The task is: Regression/Classification. Given a drug SMILES string, predict its absorption, distribution, metabolism, or excretion properties. Task type varies by dataset: regression for continuous measurements (e.g., permeability, clearance, half-life) or binary classification for categorical outcomes (e.g., BBB penetration, CYP inhibition). Dataset: bbb_martins. (1) The molecule is CN(C)c1cc(-c2n[nH]c(N)n2)ccn1. The result is 0 (does not penetrate BBB). (2) The compound is CC(=O)NNC(=O)CC(O)(c1ccccc1)c1ccccc1. The result is 1 (penetrates BBB). (3) The drug is CCCC(Cc1ccccc1)N1CCCC1. The result is 1 (penetrates BBB).